The task is: Predict the product of the given reaction.. This data is from Forward reaction prediction with 1.9M reactions from USPTO patents (1976-2016). (1) Given the reactants [CH:1]([C:4]1[CH:10]=[CH:9][CH:8]=[C:7]([CH:11]([CH3:13])[CH3:12])[C:5]=1[NH2:6])([CH3:3])[CH3:2].[CH2:14](Cl)[CH:15]=[CH2:16].[OH-].[Na+], predict the reaction product. The product is: [CH2:16]([NH:6][C:5]1[C:4]([CH:1]([CH3:3])[CH3:2])=[CH:10][CH:9]=[CH:8][C:7]=1[CH:11]([CH3:13])[CH3:12])[CH:15]=[CH2:14]. (2) The product is: [Cl:25][C:20]1[CH:21]=[CH:22][CH:23]=[CH:24][C:19]=1[CH2:18][C:7]1[C:6](=[O:26])[N:30]2[CH2:31][CH2:32][CH2:33][N:29]2[C:8]=1[C:10]1[CH:15]=[CH:14][N:13]=[C:12]([S:16][CH3:17])[N:11]=1. Given the reactants C(O[C:6](=[O:26])[CH:7]([CH2:18][C:19]1[CH:24]=[CH:23][CH:22]=[CH:21][C:20]=1[Cl:25])[C:8]([C:10]1[CH:15]=[CH:14][N:13]=[C:12]([S:16][CH3:17])[N:11]=1)=O)(C)(C)C.Cl.Cl.[NH:29]1[CH2:33][CH2:32][CH2:31][NH:30]1, predict the reaction product. (3) Given the reactants F[C:2]1[CH:7]=[CH:6][CH:5]=[C:4]([F:8])[C:3]=1[N+:9]([O-:11])=[O:10].CC(C)([O-])C.[K+].[F:18][C:19]1[CH:20]=[C:21]([CH:23]=[CH:24][CH:25]=1)[NH2:22], predict the reaction product. The product is: [F:8][C:4]1[C:3]([N+:9]([O-:11])=[O:10])=[C:2]([NH:22][C:21]2[CH:23]=[CH:24][CH:25]=[C:19]([F:18])[CH:20]=2)[CH:7]=[CH:6][CH:5]=1. (4) The product is: [NH:1]1[CH:5]=[C:4]([C:6]2[CH:22]=[CH:21][C:9]3[C:10]4[N:11]=[C:12]([C:18]([N:32]5[CH2:31][CH2:30][N:29]([CH2:28][C@H:24]6[CH2:25][CH2:26][CH2:27][O:23]6)[CH2:34][CH2:33]5)=[O:20])[S:13][C:14]=4[CH2:15][CH2:16][O:17][C:8]=3[CH:7]=2)[CH:3]=[N:2]1. Given the reactants [NH:1]1[CH:5]=[C:4]([C:6]2[CH:22]=[CH:21][C:9]3[C:10]4[N:11]=[C:12]([C:18]([OH:20])=O)[S:13][C:14]=4[CH2:15][CH2:16][O:17][C:8]=3[CH:7]=2)[CH:3]=[N:2]1.[O:23]1[CH2:27][CH2:26][CH2:25][C@H:24]1[CH2:28][N:29]1[CH2:34][CH2:33][NH:32][CH2:31][CH2:30]1, predict the reaction product. (5) Given the reactants C(N1CCCC(NC2C=C(N(CC3C=CC(OC)=CC=3)C3C=CC=CC=3)C3N(C(C#N)=CN=3)N=2)C1)C1C=CC=CC=1.[Cl:42][C:43]1[CH:44]=[C:45]([N:55]([CH2:62][C:63]2[CH:68]=[CH:67][C:66]([O:69][CH3:70])=[CH:65][CH:64]=2)[C:56]2[CH:61]=[CH:60][CH:59]=[CH:58][CH:57]=2)[C:46]2[N:47]([C:49]([C:52]([OH:54])=O)=[CH:50][N:51]=2)[N:48]=1.CCN=C=NCCCN(C)C.C1C=CC2N(O)N=NC=2C=1.[NH2:92][C:93]1[CH:98]=[CH:97][N:96]=[CH:95][CH:94]=1, predict the reaction product. The product is: [Cl:42][C:43]1[CH:44]=[C:45]([N:55]([CH2:62][C:63]2[CH:68]=[CH:67][C:66]([O:69][CH3:70])=[CH:65][CH:64]=2)[C:56]2[CH:57]=[CH:58][CH:59]=[CH:60][CH:61]=2)[C:46]2[N:47]([C:49]([C:52]([NH:92][C:93]3[CH:98]=[CH:97][N:96]=[CH:95][CH:94]=3)=[O:54])=[CH:50][N:51]=2)[N:48]=1. (6) Given the reactants [CH2:1]([C:3]1[C:4](=[O:9])[O:5][CH2:6][C:7]=1[OH:8])[CH3:2].N1C(C)=CC=CC=1C.[S:18](O[S:18]([C:21]([F:24])([F:23])[F:22])(=[O:20])=[O:19])([C:21]([F:24])([F:23])[F:22])(=[O:20])=[O:19], predict the reaction product. The product is: [F:22][C:21]([F:24])([F:23])[S:18]([O:8][C:7]1[CH2:6][O:5][C:4](=[O:9])[C:3]=1[CH2:1][CH3:2])(=[O:20])=[O:19]. (7) Given the reactants C[O:2][C:3](=[O:46])[C@@H:4]([NH:23][C:24]([C:26]1[CH:45]=[CH:44][C:29]2[N:30]([CH:38]3[CH2:43][CH2:42][CH2:41][CH2:40][CH2:39]3)[C:31]([C:33]3[CH:37]=[CH:36][O:35][CH:34]=3)=[N:32][C:28]=2[CH:27]=1)=[O:25])[CH2:5][C:6]1[C:14]2[C:9](=[CH:10][CH:11]=[C:12]([O:15][C:16]([C:19]([OH:21])=[O:20])([CH3:18])[CH3:17])[CH:13]=2)[N:8]([CH3:22])[CH:7]=1.[OH-].[Na+].C(O)(C(F)(F)F)=O, predict the reaction product. The product is: [C:19]([C:16]([CH3:18])([O:15][C:12]1[CH:13]=[C:14]2[C:9](=[CH:10][CH:11]=1)[N:8]([CH3:22])[CH:7]=[C:6]2[CH2:5][C@H:4]([NH:23][C:24]([C:26]1[CH:45]=[CH:44][C:29]2[N:30]([CH:38]3[CH2:43][CH2:42][CH2:41][CH2:40][CH2:39]3)[C:31]([C:33]3[CH:37]=[CH:36][O:35][CH:34]=3)=[N:32][C:28]=2[CH:27]=1)=[O:25])[C:3]([OH:46])=[O:2])[CH3:17])([OH:21])=[O:20].